From a dataset of Full USPTO retrosynthesis dataset with 1.9M reactions from patents (1976-2016). Predict the reactants needed to synthesize the given product. (1) Given the product [CH3:13][CH:14]1[CH2:18][N:17]([C:2]2[CH:3]=[C:4]([CH:6]=[C:7]([C:9]([F:12])([F:11])[F:10])[CH:8]=2)[NH2:5])[CH:16]=[N:15]1, predict the reactants needed to synthesize it. The reactants are: Br[C:2]1[CH:3]=[C:4]([CH:6]=[C:7]([C:9]([F:12])([F:11])[F:10])[CH:8]=1)[NH2:5].[CH3:13][C:14]1[N:15]=[CH:16][NH:17][CH:18]=1.C(=O)([O-])[O-].[K+].[K+].OC1C=CC=C2C=1N=CC=C2. (2) Given the product [F:8][C:9]1[CH:10]=[C:11]([CH2:18][C:19]([O:21][CH2:22][CH3:23])=[O:20])[CH:12]=[CH:13][C:14]=1[N+:15]([O-:17])=[O:16], predict the reactants needed to synthesize it. The reactants are: FC(F)(F)C(O)=O.[F:8][C:9]1[CH:10]=[C:11]([CH:18](C(OC(C)(C)C)=O)[C:19]([O:21][C:22](C)(C)[CH3:23])=[O:20])[CH:12]=[CH:13][C:14]=1[N+:15]([O-:17])=[O:16].S(=O)(=O)(O)O.C(O)C.